This data is from Catalyst prediction with 721,799 reactions and 888 catalyst types from USPTO. The task is: Predict which catalyst facilitates the given reaction. (1) Reactant: [OH:1][C:2]1[CH:11]=[C:10]2[C:5]([C:6]([O:12][C:13]3[CH:18]=[CH:17][C:16]([NH:19][C:20](=[O:27])[C:21]4[CH:26]=[CH:25][CH:24]=[CH:23][CH:22]=4)=[CH:15][CH:14]=3)=[N:7][CH:8]=[N:9]2)=[CH:4][C:3]=1[O:28][CH3:29].C([O-])([O-])=O.[K+].[K+].[CH:36]1([O:41][C:42](=[O:55])[C@@H:43]([NH:47][C:48]([O:50][C:51]([CH3:54])([CH3:53])[CH3:52])=[O:49])[CH2:44][CH2:45]Br)[CH2:40][CH2:39][CH2:38][CH2:37]1. Product: [CH:36]1([O:41][C:42](=[O:55])[C@@H:43]([NH:47][C:48]([O:50][C:51]([CH3:54])([CH3:53])[CH3:52])=[O:49])[CH2:44][CH2:45][O:1][C:2]2[CH:11]=[C:10]3[C:5]([C:6]([O:12][C:13]4[CH:18]=[CH:17][C:16]([NH:19][C:20](=[O:27])[C:21]5[CH:26]=[CH:25][CH:24]=[CH:23][CH:22]=5)=[CH:15][CH:14]=4)=[N:7][CH:8]=[N:9]3)=[CH:4][C:3]=2[O:28][CH3:29])[CH2:37][CH2:38][CH2:39][CH2:40]1. The catalyst class is: 3. (2) Reactant: [C:1]([C:3]1[CH:8]=[CH:7][CH:6]=[CH:5][C:4]=1[S:9](Cl)(=[O:11])=[O:10])#[N:2].[NH2:13][C:14]1[CH:15]=[C:16]([C:20]2[S:21][C:22]([C@@H:25]3[CH2:27][C@H:26]3[N:28]([CH:36]3[CH2:41][CH2:40][CH:39]([NH:42][C:43]([O:45][C:46]([CH3:49])([CH3:48])[CH3:47])=[O:44])[CH2:38][CH2:37]3)[C:29](=[O:35])[O:30][C:31]([CH3:34])([CH3:33])[CH3:32])=[CH:23][N:24]=2)[CH:17]=[CH:18][CH:19]=1.O. Product: [C:46]([O:45][C:43]([NH:42][CH:39]1[CH2:38][CH2:37][CH:36]([N:28]([C@@H:26]2[CH2:27][C@H:25]2[C:22]2[S:21][C:20]([C:16]3[CH:17]=[CH:18][CH:19]=[C:14]([NH:13][S:9]([C:4]4[CH:5]=[CH:6][CH:7]=[CH:8][C:3]=4[C:1]#[N:2])(=[O:11])=[O:10])[CH:15]=3)=[N:24][CH:23]=2)[C:29](=[O:35])[O:30][C:31]([CH3:34])([CH3:33])[CH3:32])[CH2:41][CH2:40]1)=[O:44])([CH3:47])([CH3:48])[CH3:49]. The catalyst class is: 17. (3) Reactant: [CH2:1]([O:8][C:9]1[CH:14]=[CH:13][CH:12]=[CH:11][C:10]=1[C:15]1[O:16][C@H:17]([CH3:23])[C@@H:18]([C:20]([O-:22])=[O:21])[N:19]=1)[C:2]1[CH:7]=[CH:6][CH:5]=[CH:4][CH:3]=1.[Na+:24].[OH-].[Na+]. Product: [CH2:1]([O:8][C:9]1[CH:14]=[CH:13][CH:12]=[CH:11][C:10]=1[C:15]1[O:16][C@H:17]([CH3:23])[C@H:18]([C:20]([O-:22])=[O:21])[N:19]=1)[C:2]1[CH:3]=[CH:4][CH:5]=[CH:6][CH:7]=1.[Na+:24]. The catalyst class is: 5.